Dataset: Reaction yield outcomes from USPTO patents with 853,638 reactions. Task: Predict the reaction yield, written as a fraction of the theoretical maximum amount of product (1.0 means a 100% yield; for example, 0.34 means a 34% yield). (1) The reactants are [F:1][C:2]1[CH:7]=[CH:6][C:5]([CH3:8])=[CH:4][C:3]=1[F:9].C(NC(C)C)(C)C.[Li].CN(C)[CH:20]=[O:21].C(O)(=O)C. The catalyst is O1CCCC1.O. The product is [F:9][C:3]1[C:2]([F:1])=[CH:7][CH:6]=[C:5]([CH3:8])[C:4]=1[CH:20]=[O:21]. The yield is 0.575. (2) The reactants are [Cl:1][C:2]1[CH:7]=[CH:6][C:5]([NH2:8])=[C:4]([C:9]2[NH:10][N:11]=[C:12]([CH:14]3[CH2:16][CH2:15]3)[N:13]=2)[CH:3]=1.Cl[CH2:18][C:19](Cl)=[O:20].[OH-].[Na+].Cl. The catalyst is O1CCOCC1.N1C=CC=CC=1.C(OCC)C. The product is [Cl:1][C:2]1[CH:7]=[CH:6][C:5]2[NH:8][C:19](=[O:20])[CH2:18][N:10]3[C:9](=[N:13][C:12]([CH:14]4[CH2:16][CH2:15]4)=[N:11]3)[C:4]=2[CH:3]=1. The yield is 0.650.